From a dataset of NCI-60 drug combinations with 297,098 pairs across 59 cell lines. Regression. Given two drug SMILES strings and cell line genomic features, predict the synergy score measuring deviation from expected non-interaction effect. (1) Drug 1: C1CN1P(=S)(N2CC2)N3CC3. Drug 2: CS(=O)(=O)OCCCCOS(=O)(=O)C. Cell line: SNB-19. Synergy scores: CSS=17.4, Synergy_ZIP=-5.49, Synergy_Bliss=0.756, Synergy_Loewe=1.40, Synergy_HSA=2.02. (2) Synergy scores: CSS=-2.02, Synergy_ZIP=0.640, Synergy_Bliss=-0.648, Synergy_Loewe=-2.86, Synergy_HSA=-2.19. Cell line: EKVX. Drug 2: CCN(CC)CCNC(=O)C1=C(NC(=C1C)C=C2C3=C(C=CC(=C3)F)NC2=O)C. Drug 1: CN(C)N=NC1=C(NC=N1)C(=O)N. (3) Cell line: M14. Drug 2: CC(C)(C#N)C1=CC(=CC(=C1)CN2C=NC=N2)C(C)(C)C#N. Drug 1: CC1=C(C=C(C=C1)NC(=O)C2=CC=C(C=C2)CN3CCN(CC3)C)NC4=NC=CC(=N4)C5=CN=CC=C5. Synergy scores: CSS=-2.76, Synergy_ZIP=6.48, Synergy_Bliss=-0.543, Synergy_Loewe=-3.53, Synergy_HSA=-3.21. (4) Drug 1: CCC1=C2CN3C(=CC4=C(C3=O)COC(=O)C4(CC)O)C2=NC5=C1C=C(C=C5)O. Drug 2: CN(C(=O)NC(C=O)C(C(C(CO)O)O)O)N=O. Cell line: HOP-62. Synergy scores: CSS=9.84, Synergy_ZIP=-2.01, Synergy_Bliss=-5.02, Synergy_Loewe=-16.9, Synergy_HSA=-2.87. (5) Drug 1: C1=CC(=CC=C1CCC2=CNC3=C2C(=O)NC(=N3)N)C(=O)NC(CCC(=O)O)C(=O)O. Drug 2: C1=CC=C(C(=C1)C(C2=CC=C(C=C2)Cl)C(Cl)Cl)Cl. Cell line: ACHN. Synergy scores: CSS=17.5, Synergy_ZIP=-3.49, Synergy_Bliss=-1.68, Synergy_Loewe=-17.3, Synergy_HSA=-0.993. (6) Drug 1: CC12CCC3C(C1CCC2O)C(CC4=C3C=CC(=C4)O)CCCCCCCCCS(=O)CCCC(C(F)(F)F)(F)F. Drug 2: C1CC(=O)NC(=O)C1N2C(=O)C3=CC=CC=C3C2=O. Cell line: U251. Synergy scores: CSS=-7.48, Synergy_ZIP=-0.860, Synergy_Bliss=-8.48, Synergy_Loewe=-8.99, Synergy_HSA=-9.98. (7) Drug 1: CC1=C(C=C(C=C1)C(=O)NC2=CC(=CC(=C2)C(F)(F)F)N3C=C(N=C3)C)NC4=NC=CC(=N4)C5=CN=CC=C5. Drug 2: C1=NC(=NC(=O)N1C2C(C(C(O2)CO)O)O)N. Cell line: OVCAR-4. Synergy scores: CSS=13.5, Synergy_ZIP=-5.49, Synergy_Bliss=-0.0145, Synergy_Loewe=-17.5, Synergy_HSA=-8.16. (8) Drug 1: CC1=C2C(C(=O)C3(C(CC4C(C3C(C(C2(C)C)(CC1OC(=O)C(C(C5=CC=CC=C5)NC(=O)C6=CC=CC=C6)O)O)OC(=O)C7=CC=CC=C7)(CO4)OC(=O)C)O)C)OC(=O)C. Drug 2: CC(C)(C#N)C1=CC(=CC(=C1)CN2C=NC=N2)C(C)(C)C#N. Cell line: ACHN. Synergy scores: CSS=-4.00, Synergy_ZIP=-1.19, Synergy_Bliss=-6.20, Synergy_Loewe=-5.04, Synergy_HSA=-6.38. (9) Drug 1: C1=CN(C(=O)N=C1N)C2C(C(C(O2)CO)O)O.Cl. Drug 2: C1CNP(=O)(OC1)N(CCCl)CCCl. Cell line: HCT116. Synergy scores: CSS=52.9, Synergy_ZIP=3.26, Synergy_Bliss=3.09, Synergy_Loewe=-22.0, Synergy_HSA=2.90.